Dataset: HIV replication inhibition screening data with 41,000+ compounds from the AIDS Antiviral Screen. Task: Binary Classification. Given a drug SMILES string, predict its activity (active/inactive) in a high-throughput screening assay against a specified biological target. (1) The molecule is CC(=O)c1sc(-c2nc(C)c(C(=O)C=Cc3ccc(C=CC(=O)c4sc(-c5nc(C)c(C(C)=O)s5)nc4C)cc3)s2)nc1C. The result is 0 (inactive). (2) The drug is N=C1NN(c2ccccc2)C(=O)C1C(=O)C(=O)Nc1nccs1. The result is 0 (inactive).